Dataset: Full USPTO retrosynthesis dataset with 1.9M reactions from patents (1976-2016). Task: Predict the reactants needed to synthesize the given product. (1) Given the product [F:1][C:2]1[CH:7]=[CH:6][C:5]([N+:12]([O-:14])=[O:13])=[CH:4][C:3]=1[C:8](=[O:11])[CH2:9][CH3:10], predict the reactants needed to synthesize it. The reactants are: [F:1][C:2]1[CH:7]=[CH:6][CH:5]=[CH:4][C:3]=1[C:8](=[O:11])[CH2:9][CH3:10].[N+:12]([O-])([OH:14])=[O:13].O. (2) Given the product [C:1]([C:5]1[CH:6]=[CH:7][C:8]2[O:12][C:11]([Cl:16])=[N:10][C:9]=2[CH:14]=1)([CH3:4])([CH3:3])[CH3:2], predict the reactants needed to synthesize it. The reactants are: [C:1]([C:5]1[CH:6]=[CH:7][C:8]2[O:12][C:11](S)=[N:10][C:9]=2[CH:14]=1)([CH3:4])([CH3:3])[CH3:2].O(Cl)[Cl:16].[P+3].P(Cl)(Cl)(Cl)(Cl)Cl.